Dataset: Full USPTO retrosynthesis dataset with 1.9M reactions from patents (1976-2016). Task: Predict the reactants needed to synthesize the given product. (1) Given the product [C:8]([O:20][CH2:4][CH3:5])(=[O:9])[CH3:10].[CH3:7][CH2:8][CH2:10][CH2:11][CH2:12][CH3:13], predict the reactants needed to synthesize it. The reactants are: N1[CH:5]=[CH:4]N=C1.Br[CH2:7][C:8]([C:10]1C=C[CH:13]=[CH:12][CH:11]=1)=[O:9].CN(C=[O:20])C. (2) Given the product [CH3:30][O:29][C:27]1[N:26]=[CH:25][N:24]=[C:23]([NH:20][C:21]2[O:13][C@:5]3([CH2:4][N:3]=2)[CH:10]2[CH2:9][CH2:8][N:7]([CH2:12][CH2:11]2)[CH2:6]3)[CH:28]=1, predict the reactants needed to synthesize it. The reactants are: Cl.Cl.[NH2:3][CH2:4][C@@:5]1([OH:13])[CH:10]2[CH2:11][CH2:12][N:7]([CH2:8][CH2:9]2)[CH2:6]1.C([O-])([O-])=O.[Cs+].[Cs+].[N:20]([C:23]1[CH:28]=[C:27]([O:29][CH3:30])[N:26]=[CH:25][N:24]=1)=[C:21]=S.C(N=C=NC(C)C)(C)C.